This data is from Reaction yield outcomes from USPTO patents with 853,638 reactions. The task is: Predict the reaction yield, written as a fraction of the theoretical maximum amount of product (1.0 means a 100% yield; for example, 0.34 means a 34% yield). (1) The reactants are C(OC([N:8]1[CH2:12][CH2:11][CH:10]([O:13][C:14]2[CH:15]=[N:16][CH:17]=[CH:18][CH:19]=2)[CH2:9]1)=O)(C)(C)C.C(O)(C(F)(F)F)=O. The catalyst is C(Cl)Cl. The product is [NH:8]1[CH2:12][CH2:11][CH:10]([O:13][C:14]2[CH:15]=[N:16][CH:17]=[CH:18][CH:19]=2)[CH2:9]1. The yield is 0.304. (2) The reactants are [F:1][C:2]([F:18])([F:17])[C:3]1[O:7][N:6]=[C:5]([C:8]2[S:12][C:11]([C:13]([OH:15])=O)=[CH:10][CH:9]=2)[C:4]=1[CH3:16].CC1C(C2SC(C(N3CCC[C@@H](NC(=O)C)C3)=O)=CC=2)=NOC=1C(F)(F)F.[CH3:46][N:47]([CH2:55][C@@H:56]1[CH2:61][CH2:60][CH2:59][NH:58][CH2:57]1)C(=O)OC(C)(C)C.[ClH:62]. The catalyst is O1CCOCC1.C(N(CC)CC)C.C1COCC1. The product is [ClH:62].[CH3:46][NH:47][CH2:55][C@@H:56]1[CH2:61][CH2:60][CH2:59][N:58]([C:13]([C:11]2[S:12][C:8]([C:5]3[C:4]([CH3:16])=[C:3]([C:2]([F:1])([F:18])[F:17])[O:7][N:6]=3)=[CH:9][CH:10]=2)=[O:15])[CH2:57]1. The yield is 0.880. (3) The reactants are [NH2:1][C:2]1[CH:10]=[C:9]([N+:11]([O-:13])=[O:12])[C:8]([O:14][CH3:15])=[CH:7][C:3]=1[C:4]([NH2:6])=[O:5].C(Cl)(=O)[C:17](Cl)=[O:18]. The catalyst is O1CCCC1.C(Cl)(Cl)Cl. The product is [CH3:15][O:14][C:8]1[CH:7]=[C:3]2[C:2](=[CH:10][C:9]=1[N+:11]([O-:13])=[O:12])[NH:1][C:17](=[O:18])[NH:6][C:4]2=[O:5]. The yield is 1.00. (4) The reactants are [CH3:1][O:2][C:3](=[O:49])[CH2:4][C@H:5]([O:41][Si](C(C)(C)C)(C)C)[CH2:6][C:7](=[O:40])[CH2:8][CH2:9][C:10]1[N:11]([CH:37]([CH3:39])[CH3:38])[C:12]([C:28](=[O:36])[NH:29][C:30]2[CH:35]=[CH:34][CH:33]=[CH:32][CH:31]=2)=[C:13]([C:22]2[CH:27]=[CH:26][CH:25]=[CH:24][CH:23]=2)[C:14]=1[C:15]1[CH:20]=[CH:19][C:18]([F:21])=[CH:17][CH:16]=1.F. The catalyst is C(#N)C. The product is [CH3:1][O:2][C:3](=[O:49])[CH2:4][C@H:5]([OH:41])[CH2:6][C:7](=[O:40])[CH2:8][CH2:9][C:10]1[N:11]([CH:37]([CH3:39])[CH3:38])[C:12]([C:28](=[O:36])[NH:29][C:30]2[CH:35]=[CH:34][CH:33]=[CH:32][CH:31]=2)=[C:13]([C:22]2[CH:27]=[CH:26][CH:25]=[CH:24][CH:23]=2)[C:14]=1[C:15]1[CH:20]=[CH:19][C:18]([F:21])=[CH:17][CH:16]=1. The yield is 1.00. (5) The reactants are [NH2:1][C:2]1[C:11]([O:12][CH3:13])=[N:10][C:9]2[C:4](=[CH:5][C:6]([Cl:15])=[C:7]([Cl:14])[CH:8]=2)[N:3]=1.Cl[C:17]([O:19][CH2:20][CH3:21])=[O:18].N1C=CC=CC=1. The catalyst is ClCCl. The product is [Cl:15][C:6]1[CH:5]=[C:4]2[C:9](=[CH:8][C:7]=1[Cl:14])[N:10]=[C:11]([O:12][CH3:13])[C:2]([NH:1][C:17](=[O:18])[O:19][CH2:20][CH3:21])=[N:3]2. The yield is 0.860.